Dataset: Forward reaction prediction with 1.9M reactions from USPTO patents (1976-2016). Task: Predict the product of the given reaction. Given the reactants CN(C(ON1N=N[C:11]2[CH:12]=[CH:13][CH:14]=[CH:15][C:10]1=2)=[N+](C)C)C.F[P-](F)(F)(F)(F)F.[CH3:25][CH2:26][CH2:27][CH2:28][CH2:29][CH2:30][CH2:31][CH2:32][CH2:33][CH2:34][CH2:35][CH2:36][CH2:37]/[CH:38]=[CH:39]/[C@@H:40]([OH:45])[C@@H:41]([NH2:44])[CH2:42][OH:43].C(N([CH2:51][CH3:52])CC)C.CN([CH:56]=[O:57])C, predict the reaction product. The product is: [CH3:25][CH2:26][CH2:27][CH2:28][CH2:29][CH2:30][CH2:31][CH2:51][CH2:52][CH2:10][CH2:15][CH2:14][CH2:13][CH2:12][CH2:11][C:56]([NH:44][C@H:41]([C@H:40]([OH:45])/[CH:39]=[CH:38]/[CH2:37][CH2:36][CH2:35][CH2:34][CH2:33][CH2:32][CH2:31][CH2:30][CH2:29][CH2:28][CH2:27][CH2:26][CH3:25])[CH2:42][OH:43])=[O:57].